This data is from Catalyst prediction with 721,799 reactions and 888 catalyst types from USPTO. The task is: Predict which catalyst facilitates the given reaction. (1) Reactant: [Cl:1][C:2]1[CH:3]=[C:4]([CH:6]=[CH:7][C:8]=1[F:9])[NH2:5].Cl.[N:11]([O-])=O.[Na+].[CH3:15][CH:16](C(C)=O)[C:17]([O:19][CH2:20][CH3:21])=[O:18].[OH-].[K+].C([O-])(=O)C.[Na+]. Product: [Cl:1][C:2]1[CH:3]=[C:4]([NH:5][NH:11][CH:16]([CH3:15])[C:17]([O:19][CH2:20][CH3:21])=[O:18])[CH:6]=[CH:7][C:8]=1[F:9]. The catalyst class is: 97. (2) Reactant: [CH:1]1([C:4]2[N:8]=[C:7]([C:9]3[C:10]4[CH2:18][CH2:17][CH:16]([CH2:19][CH3:20])[CH2:15][C:11]=4[S:12][C:13]=3[NH2:14])[O:6][N:5]=2)[CH2:3][CH2:2]1.[CH:21]12[CH2:28][CH2:27][CH:24]([CH2:25][CH2:26]1)[C:23]1[C:29]([O:31][C:32](=[O:33])[C:22]2=1)=[O:30]. Product: [CH:1]1([C:4]2[N:8]=[C:7]([C:9]3[C:10]4[CH2:18][CH2:17][CH:16]([CH2:19][CH3:20])[CH2:15][C:11]=4[S:12][C:13]=3[NH:14][C:32]([C:22]3[CH:21]4[CH2:28][CH2:27][CH:24]([CH2:25][CH2:26]4)[C:23]=3[C:29]([OH:31])=[O:30])=[O:33])[O:6][N:5]=2)[CH2:3][CH2:2]1. The catalyst class is: 61. (3) Reactant: [C:1]([O:5][C:6]([NH:8][CH2:9][C@H:10]1[CH2:15][CH2:14][C@H:13]([C:16]([NH:18][C@@H:19]([CH2:23][C:24]2[CH:29]=[CH:28][C:27]([C:30]3[CH:35]=[CH:34][C:33]([C:36](=[O:51])[NH:37][CH:38]4[CH2:43][CH2:42][N:41]([C:44]([O:46][C:47]([CH3:50])([CH3:49])[CH3:48])=[O:45])[CH2:40][CH2:39]4)=[CH:32][C:31]=3[CH3:52])=[CH:26][CH:25]=2)[C:20](O)=[O:21])=[O:17])[CH2:12][CH2:11]1)=[O:7])([CH3:4])([CH3:3])[CH3:2].[F:53][C:54]([F:68])([F:67])[C:55]1[N:59]=[C:58]([C:60]2[CH:66]=[CH:65][C:63]([NH2:64])=[CH:62][CH:61]=2)[NH:57][N:56]=1.C(N(CC)C(C)C)(C)C.F[P-](F)(F)(F)(F)F.CN(C(ON1C2=NC=CC=C2N=N1)=[N+](C)C)C. Product: [C:1]([O:5][C:6]([NH:8][CH2:9][C@H:10]1[CH2:11][CH2:12][C@H:13]([C:16]([NH:18][C@H:19]([C:20](=[O:21])[NH:64][C:63]2[CH:65]=[CH:66][C:60]([C:58]3[NH:57][N:56]=[C:55]([C:54]([F:68])([F:67])[F:53])[N:59]=3)=[CH:61][CH:62]=2)[CH2:23][C:24]2[CH:29]=[CH:28][C:27]([C:30]3[CH:35]=[CH:34][C:33]([C:36]([NH:37][CH:38]4[CH2:43][CH2:42][N:41]([C:44]([O:46][C:47]([CH3:49])([CH3:48])[CH3:50])=[O:45])[CH2:40][CH2:39]4)=[O:51])=[CH:32][C:31]=3[CH3:52])=[CH:26][CH:25]=2)=[O:17])[CH2:14][CH2:15]1)=[O:7])([CH3:2])([CH3:3])[CH3:4]. The catalyst class is: 9.